Task: Predict the reaction yield, written as a fraction of the theoretical maximum amount of product (1.0 means a 100% yield; for example, 0.34 means a 34% yield).. Dataset: Reaction yield outcomes from USPTO patents with 853,638 reactions The reactants are [H-].[Na+].[CH3:3][O-:4].[Na+].[CH3:6][O:7][C:8](=[O:20])[C:9]1[CH:14]=[C:13]([N+:15]([O-:17])=[O:16])[CH:12]=[CH:11][C:10]=1[CH2:18]Br.[NH4+].[Cl-]. The catalyst is CO. The product is [CH3:6][O:7][C:8](=[O:20])[C:9]1[CH:14]=[C:13]([N+:15]([O-:17])=[O:16])[CH:12]=[CH:11][C:10]=1[CH2:18][O:4][CH3:3]. The yield is 0.720.